Dataset: Full USPTO retrosynthesis dataset with 1.9M reactions from patents (1976-2016). Task: Predict the reactants needed to synthesize the given product. (1) Given the product [Br:1][C:2]1[CH:3]=[CH:4][C:5]([C:24]([O:26][CH3:27])=[O:25])=[C:6]2[C:10]=1[N:9]=[C:8]1[N:11]([C:12]3[CH:17]=[CH:16][C:15]([Cl:18])=[CH:14][C:13]=3[Cl:19])[CH2:22][CH2:21][CH2:20][N:7]21, predict the reactants needed to synthesize it. The reactants are: [Br:1][C:2]1[C:10]2[N:9]=[C:8]([NH:11][C:12]3[CH:17]=[CH:16][C:15]([Cl:18])=[CH:14][C:13]=3[Cl:19])[N:7]([CH2:20][CH2:21][CH2:22]Cl)[C:6]=2[C:5]([C:24]([O:26][CH3:27])=[O:25])=[CH:4][CH:3]=1.C(=O)([O-])[O-].[K+].[K+].C(OCC)(=O)C. (2) Given the product [Cl:28][C:23]1[CH:22]=[C:21]([NH:20][C:11]2[C:10]3[C:15](=[CH:16][C:17]([O:18][CH3:19])=[C:8]([NH:7][C:5](=[O:6])/[CH:4]=[CH:3]/[CH2:2][N:32]4[CH2:33][CH2:34][S:29][CH:30]5[CH2:37][CH2:36][CH2:35][CH:31]45)[CH:9]=3)[N:14]=[CH:13][N:12]=2)[CH:26]=[CH:25][C:24]=1[F:27], predict the reactants needed to synthesize it. The reactants are: Br[CH2:2]/[CH:3]=[CH:4]/[C:5]([NH:7][C:8]1[CH:9]=[C:10]2[C:15](=[CH:16][C:17]=1[O:18][CH3:19])[N:14]=[CH:13][N:12]=[C:11]2[NH:20][C:21]1[CH:26]=[CH:25][C:24]([F:27])=[C:23]([Cl:28])[CH:22]=1)=[O:6].[S:29]1[CH2:34][CH2:33][NH:32][CH:31]2[CH2:35][CH2:36][CH2:37][CH:30]12.CCN(C(C)C)C(C)C.O. (3) Given the product [Si:17]([O:16][CH2:15][C@@H:7]1[C:8]2[C:13](=[CH:12][CH:11]=[CH:10][CH:9]=2)[CH2:14][C@H:6]1[NH2:24])([C:20]([CH3:23])([CH3:22])[CH3:21])([CH3:19])[CH3:18], predict the reactants needed to synthesize it. The reactants are: CS(O[C@H:6]1[CH2:14][C:13]2[C:8](=[CH:9][CH:10]=[CH:11][CH:12]=2)[C@H:7]1[CH2:15][O:16][Si:17]([C:20]([CH3:23])([CH3:22])[CH3:21])([CH3:19])[CH3:18])(=O)=O.[N-:24]=[N+]=[N-].[Na+].C(OCC)(=O)C. (4) Given the product [CH3:41][O:40][C:35]1[CH:34]=[C:33]([O:42][CH3:43])[CH:32]=[C:31]2[C:36]=1[C:37](=[O:39])[NH:38][C:29]([C:27]1[N:28]=[C:23]([N:6]3[CH2:7][CH2:8][N:3]([CH:9]([CH3:13])[C:10]([NH2:12])=[O:11])[CH2:4][CH2:5]3)[CH:24]=[CH:25][CH:26]=1)=[N:30]2, predict the reactants needed to synthesize it. The reactants are: Cl.Cl.[N:3]1([CH:9]([CH3:13])[C:10]([NH2:12])=[O:11])[CH2:8][CH2:7][NH:6][CH2:5][CH2:4]1.CN(C)C(N(C)C)=N.F[C:23]1[N:28]=[C:27]([C:29]2[NH:38][C:37](=[O:39])[C:36]3[C:31](=[CH:32][C:33]([O:42][CH3:43])=[CH:34][C:35]=3[O:40][CH3:41])[N:30]=2)[CH:26]=[CH:25][CH:24]=1. (5) Given the product [CH:1]1([C:4]2[N:5]=[C:6]3[C:12]([C:13]([NH:15][C@@H:16]([CH3:20])[C:17]([N:31]([CH3:32])[CH3:29])=[O:18])=[O:14])=[CH:11][N:10]([CH2:21][O:22][CH2:23][CH2:24][Si:25]([CH3:26])([CH3:27])[CH3:28])[C:7]3=[N:8][CH:9]=2)[CH2:2][CH2:3]1, predict the reactants needed to synthesize it. The reactants are: [CH:1]1([C:4]2[N:5]=[C:6]3[C:12]([C:13]([NH:15][C@@H:16]([CH3:20])[C:17](O)=[O:18])=[O:14])=[CH:11][N:10]([CH2:21][O:22][CH2:23][CH2:24][Si:25]([CH3:28])([CH3:27])[CH3:26])[C:7]3=[N:8][CH:9]=2)[CH2:3][CH2:2]1.[CH2:29]([N:31](CC)[CH2:32]C)C.Cl.CNC.C1CN([P+](ON2N=NC3C=CC=CC2=3)(N2CCCC2)N2CCCC2)CC1.F[P-](F)(F)(F)(F)F.